Dataset: Experimentally validated miRNA-target interactions with 360,000+ pairs, plus equal number of negative samples. Task: Binary Classification. Given a miRNA mature sequence and a target amino acid sequence, predict their likelihood of interaction. (1) The miRNA is hsa-miR-374b-5p with sequence AUAUAAUACAACCUGCUAAGUG. The protein sequence of the target gene is MLLTLIILLPVVSKFSFVSLSAPQHWSCPEGTLAGNGNSTCVGPAPFLIFSHGNSIFRIDTEGTNYEQLVVDAGVSVIMDFHYNEKRIYWVDLERQLLQRVFLNGSRQERVCNIEKNVSGMAINWINEEVIWSNQQEGIITVTDMKGNNSHILLSALKYPANVAVDPVERFIFWSSEVAGSLYRADLDGVGVKALLETSEKITAVSLDVLDKRLFWIQYNREGSNSLICSCDYDGGSVHISKHPTQHNLFAMSLFGDRIFYSTWKMKTIWIANKHTGKDMVRINLHSSFVPLGELKVVHP.... Result: 0 (no interaction). (2) The protein sequence of the target gene is MLLTLASGALFFPGLFALSIWALHRLRPGWTEDDCLTVGTRLVSSVQAVLATWAGLTVIISCKNVVSDRHWLATEYVWFLIPYMIYDFYAMYCCERCRTKSQKLTRTTIIRNFLIENRLMVTHHTVILLFLVPISQKLRGDLGDFFVGCIFTAELSTPFVSLARIMIQLKQQHTLLYKVNGILTVTTFLFCRILLFPFMYWSYGQQKGLSLLQVPFNIPLHCNMANAVLISPQLYWFSLLCKKAARLFDTAKAKKDG. The miRNA is mmu-miR-1188-5p with sequence UGGUGUGAGGUUGGGCCAGGA. Result: 0 (no interaction). (3) The miRNA is hsa-miR-548c-3p with sequence CAAAAAUCUCAAUUACUUUUGC. The protein sequence of the target gene is MGMCSRQERIQKDIDVVIQKSRAEKDCLFADFRYSDSTFTFTYVGGPRSVSYSVHVSEDYPDNTYVSSSENDEDVLVTTEPIPVIFHRIATELRKTNDINCCLSIKSKLQKENGEESRQNSTVEEDSEGDNDSEEFYYGGQVNYDGELHKHPQLEADLSAVREIYGPHAVSLREYGAIDDVDIDLHIDVSFLDEEIAVAWEVIRTEPIIVRLHCSLTQYLNGPVPTVDVFQISTKERFGLGHQLKKIMQTFVTQQWKQSKEKSNCLHNKKLSEKKVKSPLHLFSTLRRSPSYPPPGCGKS.... Result: 0 (no interaction). (4) The miRNA is mmu-miR-882 with sequence AGGAGAGAGUUAGCGCAUUAGU. The protein sequence of the target gene is MKRQNVRTLALIVCTFTYLLVGAAVFDALESEPEMIERQRLELRQLELRARYNLSEGGYEELERVVLRLKPHKAGVQWRFAGSFYFAITVITTIGYGHAAPSTDGGKVFCMFYALLGIPLTLVMFQSLGERINTFVRYLLHRAKRGLGMRHAEVSMANMVLIGFVSCISTLCIGAAAFSYYERWTFFQAYYYCFITLTTIGFGDYVALQKDQALQTQPQYVAFSFVYILTGLTVIGAFLNLVVLRFMTMNAEDEKRDAEHRALLTHNGQAVGLGGLSCLSGSLGDGVRPRDPVTCAAAAG.... Result: 1 (interaction). (5) Result: 0 (no interaction). The protein sequence of the target gene is MSYTASPCPELVEPCAVHAEGMAQEESHRSQAPPTFYHGASQELDLSTKVYKRESGSPYSVLADTKMSKPHLHETEEQPYFREPRAVSDVHTVKEDRENSDDTEEEEEVSYKREQIIVEVNLNNQTLNVSKGEKGVSSQSKETPVLKTSSEEDEEETEEEATDNSSDYGENGRQKKKEKQVERVRVTQRRTRRAASAAAATTSPAPRTTRGRRKSAELPKRKKRATKEAKAPVQKAKCEEKETLTCEKCPRVFNTRWYLEKHMNVTHRRMQICDKCGKKFVLESELSLHQQTDCEKNIQC.... The miRNA is hsa-miR-505-3p with sequence CGUCAACACUUGCUGGUUUCCU. (6) The miRNA is hsa-miR-4276 with sequence CUCAGUGACUCAUGUGC. The protein sequence of the target gene is MPEIRVTPLGAGQDVGRSCILVSIAGKNVMLDCGMHMGFNDDRRFPDFSYITQNGRLTDFLDCVIISHFHLDHCGALPYFSEMVGYDGPIYMTHPTQAICPILLEDYRKIAVDKKGEANFFTSQMIKDCMKKVVAVHLHQTVQVDDELEIKAYYAGHVLGAAMFQIKVGSESVVYTGDYNMTPDRHLGAAWIDKCRPNLLITESTYATTIRDSKRCRERDFLKKVHETVERGGKVLIPVFALGRAQELCILLETFWERMNLKVPIYFSTGLTEKANHYYKLFIPWTNQKIRKTFVQRNMF.... Result: 0 (no interaction). (7) The miRNA is mmu-miR-6516-3p with sequence UCAUGUAUGAUACUGCAAACAG. The protein sequence of the target gene is MNGDDTFAKRPRDDAKASEKRSKAFDDIATYFSKKEWKKMKYSEKISYVYMKRNYKAMTKLGFKVTLPPFMCNKQATDFQGNDFDNDHNRRIQVEHPQMTFGRLHRIIPKIMPKKPAEDENDSKGVSEASGPQNDGKQLHPPGKANISEKINKRSGPKRGKHAWTHRLRERKQLVIYEEISDPEEDDE. Result: 0 (no interaction). (8) The miRNA is mmu-miR-5112 with sequence UAGCUCAGCGGGAGAGCAC. The protein sequence of the target gene is MALSDVDVKKQIKHMMAFIEQEANEKAEEIDAKAEEEFNIEKGRLVQTQRLKIMEYYEKKEKQIEQQKKILMSTMRNQARLKVLRARNDLISDLLSEAKLRLSRIVEDPEVYQGLLDKLVLQGLLRLLEPVMIVRCRPQDLLLVEAAVQKAIPEYMTISQKHVEVQIDKEAYLAVNAAGGVEVYSGNQRIKVSNTLESRLDLSAKQKMPEIRMALFGANTNRKFFI. Result: 0 (no interaction).